Dataset: Forward reaction prediction with 1.9M reactions from USPTO patents (1976-2016). Task: Predict the product of the given reaction. (1) Given the reactants Cl.[C:2]([C:4]1([NH:7][C:8]([C@@H:10]2[CH2:14][C@@H:13]([S:15]([C:18]3[CH:23]=[CH:22][CH:21]=[CH:20][C:19]=3[C:24]([F:27])([F:26])[F:25])(=[O:17])=[O:16])[CH2:12][NH:11]2)=[O:9])[CH2:6][CH2:5]1)#[N:3].[CH:28](=O)[C:29]1[CH:34]=[CH:33][CH:32]=[CH:31][CH:30]=1, predict the reaction product. The product is: [C:2]([C:4]1([NH:7][C:8]([C@@H:10]2[CH2:14][C@@H:13]([S:15]([C:18]3[CH:23]=[CH:22][CH:21]=[CH:20][C:19]=3[C:24]([F:27])([F:25])[F:26])(=[O:17])=[O:16])[CH2:12][N:11]2[CH2:28][C:29]2[CH:34]=[CH:33][CH:32]=[CH:31][CH:30]=2)=[O:9])[CH2:5][CH2:6]1)#[N:3]. (2) Given the reactants [CH3:1][C:2]1([CH3:22])[CH2:7][C:6]([CH3:9])([CH3:8])[CH2:5][CH:4]([C:10]2[CH:15]=[CH:14][CH:13]=[CH:12][C:11]=2[N:16]2[CH2:21][CH2:20][NH:19][CH2:18][CH2:17]2)[CH2:3]1.Br[CH2:24][CH2:25][CH2:26][F:27].[I-].[Na+].C(=O)([O-])[O-].[K+].[K+].C(=O)([O-])O.[Na+], predict the reaction product. The product is: [F:27][CH2:26][CH2:25][CH2:24][N:19]1[CH2:18][CH2:17][N:16]([C:11]2[CH:12]=[CH:13][CH:14]=[CH:15][C:10]=2[CH:4]2[CH2:3][C:2]([CH3:22])([CH3:1])[CH2:7][C:6]([CH3:8])([CH3:9])[CH2:5]2)[CH2:21][CH2:20]1.